From a dataset of Catalyst prediction with 721,799 reactions and 888 catalyst types from USPTO. Predict which catalyst facilitates the given reaction. (1) Reactant: [NH2:1][C:2]1[CH:12]=[CH:11][C:5]([C:6]([N:8]([CH3:10])[CH3:9])=O)=[C:4]([C:13]([F:16])([F:15])[F:14])[CH:3]=1.CO. Product: [CH3:10][N:8]([CH2:6][C:5]1[CH:11]=[CH:12][C:2]([NH2:1])=[CH:3][C:4]=1[C:13]([F:14])([F:16])[F:15])[CH3:9]. The catalyst class is: 1. (2) Reactant: [CH3:1][S:2][C:3]1[CH:4]=[C:5]([CH:9]=[CH:10][CH:11]=1)[C:6](O)=[O:7].C[N:13](C=O)C.S(Cl)(Cl)=O. Product: [CH3:1][S:2][C:3]1[CH:4]=[C:5]([CH:9]=[CH:10][CH:11]=1)[C:6]([NH2:13])=[O:7]. The catalyst class is: 2.